Dataset: Full USPTO retrosynthesis dataset with 1.9M reactions from patents (1976-2016). Task: Predict the reactants needed to synthesize the given product. (1) Given the product [NH:21]1[C:29]2[C:24](=[C:25]([C:2]3[N:3]=[C:4]([N:15]4[CH2:20][CH2:19][O:18][CH2:17][CH2:16]4)[C:5]4[S:10][C:9]5[N:11]=[CH:12][CH:13]=[CH:14][C:8]=5[C:6]=4[N:7]=3)[CH:26]=[CH:27][CH:28]=2)[CH:23]=[CH:22]1, predict the reactants needed to synthesize it. The reactants are: Cl[C:2]1[N:3]=[C:4]([N:15]2[CH2:20][CH2:19][O:18][CH2:17][CH2:16]2)[C:5]2[S:10][C:9]3[N:11]=[CH:12][CH:13]=[CH:14][C:8]=3[C:6]=2[N:7]=1.[NH:21]1[C:29]2[CH:28]=[CH:27][CH:26]=[C:25](B(O)O)[C:24]=2[CH:23]=[CH:22]1.C(=O)([O-])O.[Na+].C(O)C. (2) Given the product [Br:1][CH2:35][CH2:36][CH2:37][C@@H:38]([C:49]([O:51][C:52]([CH3:55])([CH3:54])[CH3:53])=[O:50])[NH:39][C:40]([O:42][CH2:43][CH2:44][Si:45]([CH3:48])([CH3:47])[CH3:46])=[O:41], predict the reactants needed to synthesize it. The reactants are: [Br:1]N1C(=O)CCC1=O.C1(P(C2C=CC=CC=2)C2C=CC=CC=2)C=CC=CC=1.N1C=CC=CC=1.O[CH2:35][CH2:36][CH2:37][C@@H:38]([C:49]([O:51][C:52]([CH3:55])([CH3:54])[CH3:53])=[O:50])[NH:39][C:40]([O:42][CH2:43][CH2:44][Si:45]([CH3:48])([CH3:47])[CH3:46])=[O:41]. (3) Given the product [NH2:1][C:2]1[C:3]2[N:10]([C:11]3[CH:16]=[CH:15][C:14]([NH2:17])=[CH:13][CH:12]=3)[N:9]=[C:8]([CH:20]3[CH2:21][CH2:22][N:23]([C:26]([O:28][C:29]([CH3:32])([CH3:31])[CH3:30])=[O:27])[CH2:24][CH2:25]3)[C:4]=2[N:5]=[CH:6][N:7]=1, predict the reactants needed to synthesize it. The reactants are: [NH2:1][C:2]1[C:3]2[N:10]([C:11]3[CH:16]=[CH:15][C:14]([N+:17]([O-])=O)=[CH:13][CH:12]=3)[N:9]=[C:8]([C:20]3[CH2:21][CH2:22][N:23]([C:26]([O:28][C:29]([CH3:32])([CH3:31])[CH3:30])=[O:27])[CH2:24][CH:25]=3)[C:4]=2[N:5]=[CH:6][N:7]=1.NC1C2N(C3C=CC(N)=C(OC)C=3)N=C(C3CCN(C(OC(C)(C)C)=O)CC3)C=2N=CN=1.CO[C@@H]1[C@@H](C(OC)=O)[C@@H]2[C@@H](CN3[C@H](C2)C2NC4C=C(OC)C=CC=4C=2CC3)C[C@H]1OC(C1C=C(OC)C(OC)=C(OC)C=1)=O. (4) Given the product [C:1]([O:5][C:6]([N:8]1[CH2:15][CH2:14][C:10]2([CH2:13][N:12]([CH2:16][C:17]3[S:18][C:19]4[C:24]([N:25]5[CH2:30][CH2:29][O:28][CH2:27][CH2:26]5)=[N:23][C:22]([Cl:31])=[N:21][C:20]=4[N:32]=3)[CH2:11]2)[CH2:9][CH2:33]1)=[O:7])([CH3:4])([CH3:2])[CH3:3], predict the reactants needed to synthesize it. The reactants are: [C:1]([O:5][C:6]([N:8]1[CH2:15][CH:14]2[CH:10]([CH2:11][N:12]([CH2:16][C:17]3[S:18][C:19]4[C:24]([N:25]5[CH2:30][CH2:29][O:28][CH2:27][CH2:26]5)=[N:23][C:22]([Cl:31])=[N:21][C:20]=4[N:32]=3)[CH2:13]2)[CH2:9]1)=[O:7])([CH3:4])([CH3:3])[CH3:2].[C:33](OC(N1CCC2(CNC2)CC1)=O)(C)(C)C.